This data is from NCI-60 drug combinations with 297,098 pairs across 59 cell lines. The task is: Regression. Given two drug SMILES strings and cell line genomic features, predict the synergy score measuring deviation from expected non-interaction effect. (1) Drug 1: C1=C(C(=O)NC(=O)N1)N(CCCl)CCCl. Drug 2: C1CNP(=O)(OC1)N(CCCl)CCCl. Cell line: U251. Synergy scores: CSS=40.4, Synergy_ZIP=12.6, Synergy_Bliss=11.7, Synergy_Loewe=-13.0, Synergy_HSA=10.2. (2) Drug 1: CCCCCOC(=O)NC1=NC(=O)N(C=C1F)C2C(C(C(O2)C)O)O. Drug 2: C1=NNC2=C1C(=O)NC=N2. Cell line: PC-3. Synergy scores: CSS=0.913, Synergy_ZIP=-1.02, Synergy_Bliss=-1.91, Synergy_Loewe=-1.35, Synergy_HSA=-1.79.